Dataset: Catalyst prediction with 721,799 reactions and 888 catalyst types from USPTO. Task: Predict which catalyst facilitates the given reaction. (1) Reactant: FC(F)(F)S(O[C:7]1[C:12]([C:13](=[O:15])[CH3:14])=[CH:11][C:10]([Cl:16])=[C:9]([CH3:17])[C:8]=1[C:18]#[N:19])(=O)=O.[F:22][C:23]1[CH:24]=[C:25](B(O)O)[CH:26]=[C:27]([F:29])[CH:28]=1.C(=O)([O-])O.[Na+].O.N#N. Product: [C:13]([C:12]1[CH:11]=[C:10]([Cl:16])[C:9]([CH3:17])=[C:8]([C:18]#[N:19])[C:7]=1[C:25]1[CH:24]=[C:23]([F:22])[CH:28]=[C:27]([F:29])[CH:26]=1)(=[O:15])[CH3:14]. The catalyst class is: 109. (2) Reactant: C[O:2][C:3](=[O:33])[CH2:4][C:5]1[C:14]([CH3:15])=[C:13]([C:16]2[CH:21]=[CH:20][C:19]([S:22]([C:25]3[C:26]([CH3:31])=[CH:27][CH:28]=[CH:29][CH:30]=3)(=[O:24])=[O:23])=[CH:18][CH:17]=2)[C:12]2[C:7](=[CH:8][CH:9]=[C:10]([F:32])[CH:11]=2)[CH:6]=1.O.[OH-].[Li+]. Product: [F:32][C:10]1[CH:11]=[C:12]2[C:7](=[CH:8][CH:9]=1)[CH:6]=[C:5]([CH2:4][C:3]([OH:33])=[O:2])[C:14]([CH3:15])=[C:13]2[C:16]1[CH:21]=[CH:20][C:19]([S:22]([C:25]2[C:26]([CH3:31])=[CH:27][CH:28]=[CH:29][CH:30]=2)(=[O:23])=[O:24])=[CH:18][CH:17]=1. The catalyst class is: 20.